This data is from Reaction yield outcomes from USPTO patents with 853,638 reactions. The task is: Predict the reaction yield, written as a fraction of the theoretical maximum amount of product (1.0 means a 100% yield; for example, 0.34 means a 34% yield). (1) The reactants are [NH:1]1[C:9]2[C:4](=[CH:5][CH:6]=[CH:7][CH:8]=2)[C:3]2([CH2:13][CH2:12][CH2:11][CH2:10]2)[C:2]1=[O:14].C(N(CC)CC)C.C([O:26][C:27]([C:29]1([CH2:35][N:36]2[CH2:41][CH2:40][CH:39]([CH2:42][NH2:43])[CH2:38][CH2:37]2)[CH2:34][CH2:33][O:32][CH2:31][CH2:30]1)=[O:28])(C)(C)C.[C:44]([O-])(O)=[O:45].[Na+]. The catalyst is C(Cl)Cl. The product is [O:14]=[C:2]1[C:3]2([CH2:13][CH2:12][CH2:11][CH2:10]2)[C:4]2[C:9](=[CH:8][CH:7]=[CH:6][CH:5]=2)[N:1]1[C:44]([NH:43][CH2:42][CH:39]1[CH2:38][CH2:37][N:36]([CH2:35][C:29]2([C:27]([OH:26])=[O:28])[CH2:30][CH2:31][O:32][CH2:33][CH2:34]2)[CH2:41][CH2:40]1)=[O:45]. The yield is 0.750. (2) The reactants are [C:1]1([OH:11])[C:10]2[CH2:9][CH2:8][CH2:7][CH2:6][C:5]=2[CH:4]=[CH:3][CH:2]=1.Br[CH2:13][C:14]([O:16][CH2:17][CH3:18])=[O:15].C([O-])([O-])=O.[K+].[K+]. The catalyst is CC#N. The product is [C:1]1([O:11][CH2:13][C:14]([O:16][CH2:17][CH3:18])=[O:15])[C:10]2[CH2:9][CH2:8][CH2:7][CH2:6][C:5]=2[CH:4]=[CH:3][CH:2]=1. The yield is 0.950. (3) The reactants are [Si:1]([O:8][CH2:9][C@@H:10]([O:12][C:13]1[C:31]([F:32])=[CH:30][C:29]([N+:33]([O-])=O)=[CH:28][C:14]=1[CH2:15][N:16](C)[C:17](=O)OCC1C=CC=CC=1)[CH3:11])([C:4]([CH3:7])([CH3:6])[CH3:5])([CH3:3])[CH3:2]. The catalyst is CO.[Pd]. The product is [Si:1]([O:8][CH2:9][C@@H:10]([O:12][C:13]1[C:14]([CH2:15][NH:16][CH3:17])=[CH:28][C:29]([NH2:33])=[CH:30][C:31]=1[F:32])[CH3:11])([C:4]([CH3:7])([CH3:6])[CH3:5])([CH3:3])[CH3:2]. The yield is 0.990. (4) The reactants are [Cl:1][C:2]1[N:6]2[C:7](=[O:20])[N:8]([C:14]3[CH:19]=[CH:18][CH:17]=[CH:16][CH:15]=3)[C:9]([CH:11](O)[CH3:12])=[CH:10][C:5]2=[N:4][CH:3]=1.C1C=CC(P([N:35]=[N+:36]=[N-:37])(C2C=CC=CC=2)=O)=CC=1.C1CCN2C(=NCCC2)CC1. The catalyst is C1COCC1. The product is [N:35]([CH:11]([C:9]1[N:8]([C:14]2[CH:19]=[CH:18][CH:17]=[CH:16][CH:15]=2)[C:7](=[O:20])[N:6]2[C:2]([Cl:1])=[CH:3][N:4]=[C:5]2[CH:10]=1)[CH3:12])=[N+:36]=[N-:37]. The yield is 0.599. (5) The reactants are C(OC([NH:8][C@H:9]([C:40]1[CH:45]=[CH:44][CH:43]=[CH:42][CH:41]=1)[CH2:10][N:11]1[C:16](=[O:17])[C:15]([C:18]2[CH:23]=[CH:22][CH:21]=[C:20]([O:24][CH3:25])[C:19]=2[Cl:26])=[CH:14][N:13]([CH2:27][C:28]2[C:33]([C:34]([F:37])([F:36])[F:35])=[CH:32][CH:31]=[CH:30][C:29]=2[F:38])[C:12]1=[O:39])=O)(C)(C)C.C(O)(C(F)(F)F)=O. The catalyst is ClCCl. The product is [NH2:8][C@H:9]([C:40]1[CH:45]=[CH:44][CH:43]=[CH:42][CH:41]=1)[CH2:10][N:11]1[C:16](=[O:17])[C:15]([C:18]2[CH:23]=[CH:22][CH:21]=[C:20]([O:24][CH3:25])[C:19]=2[Cl:26])=[CH:14][N:13]([CH2:27][C:28]2[C:33]([C:34]([F:36])([F:35])[F:37])=[CH:32][CH:31]=[CH:30][C:29]=2[F:38])[C:12]1=[O:39]. The yield is 0.960. (6) The yield is 0.580. The product is [Cl:22][C:23]1[CH:24]=[C:25]([CH:29]=[CH:30][C:31]=1[Cl:32])[C:26]([NH:2][CH2:3][C:4]1[CH:5]=[C:6]2[C:10](=[CH:11][CH:12]=1)[C:9](=[O:13])[N:8]([CH:14]1[CH2:19][CH2:18][C:17](=[O:20])[NH:16][C:15]1=[O:21])[CH2:7]2)=[O:27]. The catalyst is C1COCC1. The reactants are Cl.[NH2:2][CH2:3][C:4]1[CH:5]=[C:6]2[C:10](=[CH:11][CH:12]=1)[C:9](=[O:13])[N:8]([CH:14]1[CH2:19][CH2:18][C:17](=[O:20])[NH:16][C:15]1=[O:21])[CH2:7]2.[Cl:22][C:23]1[CH:24]=[C:25]([CH:29]=[CH:30][C:31]=1[Cl:32])[C:26](Cl)=[O:27].